This data is from Full USPTO retrosynthesis dataset with 1.9M reactions from patents (1976-2016). The task is: Predict the reactants needed to synthesize the given product. (1) Given the product [CH2:47]([NH:46][C:44]([N:43]1[CH:39]([CH2:40][CH:41]=[CH2:42])[CH2:38][C:37](=[O:54])[N:36]2[CH:13]([CH2:12][C:9]3[CH:8]=[CH:7][C:55]([OH:57])=[CH:11][CH:10]=3)[C:14](=[O:35])[N:15]([CH2:16][C:17]3[CH:22]=[CH:21][CH:20]=[C:19]([O:23][CH3:24])[C:18]=3[O:25][CH3:26])[CH2:27][CH:28]12)=[O:45])[C:48]1[CH:49]=[CH:50][CH:51]=[CH:52][CH:53]=1, predict the reactants needed to synthesize it. The reactants are: C(OC1[CH:11]=[CH:10][C:9]([CH2:12][CH:13]([NH:36][C:37](=[O:54])[CH2:38][CH:39]([NH:43][C:44]([NH:46][CH2:47][C:48]2[CH:53]=[CH:52][CH:51]=[CH:50][CH:49]=2)=[O:45])[CH2:40][CH:41]=[CH2:42])[C:14](=[O:35])[N:15]([CH2:27][CH:28](OCC)OCC)[CH2:16][C:17]2[CH:22]=[CH:21][CH:20]=[C:19]([O:23][CH3:24])[C:18]=2[O:25][CH3:26])=[CH:8][CH:7]=1)(C)(C)C.[CH:55]([OH:57])=O. (2) Given the product [ClH:9].[Cl:9][C:10]1[CH:19]=[C:18]([CH2:20][S:8][C:3]2[CH:4]=[CH:5][CH:6]=[CH:7][C:2]=2[NH2:1])[C:13]2[O:14][CH2:15][O:16][CH2:17][C:12]=2[CH:11]=1, predict the reactants needed to synthesize it. The reactants are: [NH2:1][C:2]1[CH:7]=[CH:6][CH:5]=[CH:4][C:3]=1[SH:8].[Cl:9][C:10]1[CH:19]=[C:18]([CH2:20]Cl)[C:13]2[O:14][CH2:15][O:16][CH2:17][C:12]=2[CH:11]=1.C(=O)([O-])[O-].[K+].[K+]. (3) Given the product [Cl:1][C:2]1[C:7]([C:8]([F:9])([F:11])[F:10])=[CH:6][CH:5]=[CH:4][C:3]=1[C:12]([N:14]1[CH2:19][CH2:18][C:17]2[N:20]([C:23]3[N:28]=[C:27]([CH3:29])[CH:26]=[CH:25][N:24]=3)[N:21]=[N:22][C:16]=2[CH:15]1[CH3:30])=[O:13], predict the reactants needed to synthesize it. The reactants are: [Cl:1][C:2]1[C:7]([C:8]([F:11])([F:10])[F:9])=[CH:6][CH:5]=[CH:4][C:3]=1[C:12]([N:14]1[CH:19]=[CH:18][C:17]2[N:20]([C:23]3[N:28]=[C:27]([CH3:29])[CH:26]=[CH:25][N:24]=3)[N:21]=[N:22][C:16]=2[CH:15]1[CH3:30])=[O:13].ClC1C(C(F)(F)F)=CC=CC=1C(N1C=CC2N(C3C=NC=CN=3)N=NC=2C1C)=O. (4) Given the product [Cl:20][C:6]1[CH:5]=[N:4][CH:3]=[C:2]([Cl:1])[C:7]=1[CH2:8][C@H:9]1[CH2:13][C:12]2([CH2:14][CH:19]=[CH:18][CH2:17]2)[CH2:11][NH:10]1, predict the reactants needed to synthesize it. The reactants are: [Cl:1][C:2]1[CH:3]=[N:4][CH:5]=[C:6]([Cl:20])[C:7]=1[CH2:8][C@H:9]1[CH2:13][C:12]([CH2:17][CH:18]=[CH2:19])([CH2:14]C=C)[CH2:11][NH:10]1.CO. (5) Given the product [CH2:15]([O:14][C:10]1[C:9]([OH:17])=[C:8]2[C:13]([C:4]([CH2:29][C:28]3[CH:31]=[C:32]([O:36][CH3:37])[C:33]([O:34][CH3:35])=[C:26]([O:25][CH2:21][CH:22]([CH3:24])[CH3:23])[CH:27]=3)=[CH:5][N:6]=[CH:7]2)=[CH:12][CH:11]=1)[CH3:16], predict the reactants needed to synthesize it. The reactants are: C(O[CH:4](OCC)[CH2:5][NH:6][CH2:7][C:8]1[CH:13]=[CH:12][CH:11]=[C:10]([O:14][CH2:15][CH3:16])[C:9]=1[OH:17])C.[CH2:21]([O:25][C:26]1[CH:27]=[C:28]([CH:31]=[C:32]([O:36][CH3:37])[C:33]=1[O:34][CH3:35])[CH:29]=O)[CH:22]([CH3:24])[CH3:23].Cl. (6) Given the product [Br:1][C:2]1[CH:13]=[N:12][C:5]2=[N:6][C:7]([N:14]3[CH2:17][CH:16]([N:18]([CH3:26])[C:19](=[O:25])[O:20][C:21]([CH3:22])([CH3:23])[CH3:24])[CH2:15]3)=[C:8]([Cl:10])[N:9]=[C:4]2[CH:3]=1, predict the reactants needed to synthesize it. The reactants are: [Br:1][C:2]1[CH:13]=[N:12][C:5]2=[N:6][C:7](Cl)=[C:8]([Cl:10])[N:9]=[C:4]2[CH:3]=1.[NH:14]1[CH2:17][CH:16]([N:18]([CH3:26])[C:19](=[O:25])[O:20][C:21]([CH3:24])([CH3:23])[CH3:22])[CH2:15]1.[NH4+].[Cl-]. (7) Given the product [C:7]([C:9]1[N:10]=[C:11]2[C:17]([C:18](=[O:23])[C:19]([CH3:22])([CH3:21])[CH3:20])=[CH:16][NH:15][C:12]2=[N:13][CH:14]=1)#[CH:8], predict the reactants needed to synthesize it. The reactants are: [Cl-].C([Al+]CC)C.[C:7]([C:9]1[N:10]=[C:11]2[CH:17]=[CH:16][NH:15][C:12]2=[N:13][CH:14]=1)#[CH:8].[C:18](Cl)(=[O:23])[C:19]([CH3:22])([CH3:21])[CH3:20].C([O-])(O)=O.[Na+].